From a dataset of Volume of distribution at steady state (VDss) regression data from Lombardo et al.. Regression/Classification. Given a drug SMILES string, predict its absorption, distribution, metabolism, or excretion properties. Task type varies by dataset: regression for continuous measurements (e.g., permeability, clearance, half-life) or binary classification for categorical outcomes (e.g., BBB penetration, CYP inhibition). For this dataset (vdss_lombardo), we predict log10(VDss) (log10 of volume of distribution in L/kg). (1) The drug is COc1ccc(Cl)cc1C(=O)NCCc1ccc(S(=O)(=O)[N-]C(=O)NC2CCCCC2)cc1. The log10(VDss) is -1.10. (2) The molecule is CCC1C(=O)N(C)c2cnc(Nc3ccc(C(=O)NC4CC[NH+](C)CC4)cc3OC)nc2N1C1CCCC1. The log10(VDss) is 1.49. (3) The log10(VDss) is 0.0400. The compound is CN(C(=O)Cc1cccc2sccc12)C1CCCCC1[NH+]1CCCC1. (4) The molecule is CCc1ccc(Cc2ccc3c(c2)C2(OC3)OC(CO)C(O)C(O)C2O)cc1. The log10(VDss) is -0.200. (5) The compound is N#Cc1ccc(C(c2ccc(C#N)cc2)n2cncn2)cc1. The log10(VDss) is 0.280. (6) The drug is C[NH+](C)CC(c1ccc(O)cc1)C1(O)CCCCC1. The log10(VDss) is 0.540.